The task is: Predict the reaction yield, written as a fraction of the theoretical maximum amount of product (1.0 means a 100% yield; for example, 0.34 means a 34% yield).. This data is from Reaction yield outcomes from USPTO patents with 853,638 reactions. (1) The reactants are [N:1]1[C:6]([N:7]2[CH2:12][CH2:11][N:10](C(OC(C)(C)C)=O)[CH2:9][CH2:8]2)=[N:5][C:4]([N:20]2[CH2:25][CH2:24][N:23](C(OC(C)(C)C)=O)[CH2:22][CH2:21]2)=[N:3][C:2]=1[N:33]1[CH2:38][CH2:37][N:36](C(OC(C)(C)C)=O)[CH2:35][CH2:34]1.Cl. The catalyst is CO. The product is [N:33]1([C:2]2[N:1]=[C:6]([N:7]3[CH2:12][CH2:11][NH:10][CH2:9][CH2:8]3)[N:5]=[C:4]([N:20]3[CH2:21][CH2:22][NH:23][CH2:24][CH2:25]3)[N:3]=2)[CH2:38][CH2:37][NH:36][CH2:35][CH2:34]1. The yield is 0.920. (2) The product is [C:10]([C:9]1[CH:12]=[CH:13][C:6]([O:5][CH2:4][CH2:3][CH2:2][O:1][C:24]2[CH:23]=[C:22]3[C:27](=[CH:26][CH:25]=2)[N:19]([CH:17]([CH3:18])[C:16]([O:15][CH3:14])=[O:29])[CH:20]=[CH:21]3)=[N:7][CH:8]=1)#[N:11]. The reactants are [OH:1][CH2:2][CH2:3][CH2:4][O:5][C:6]1[CH:13]=[CH:12][C:9]([C:10]#[N:11])=[CH:8][N:7]=1.[CH3:14][O:15][C:16](=[O:29])[CH:17]([N:19]1[C:27]2[C:22](=[CH:23][C:24](O)=[CH:25][CH:26]=2)[CH:21]=[CH:20]1)[CH3:18].C1(P(C2C=CC=CC=2)C2C=CC=CC=2)C=CC=CC=1.N(C(N1CCCCC1)=O)=NC(N1CCCCC1)=O. The catalyst is C(Cl)Cl. The yield is 0.850. (3) The reactants are Br[CH2:2][Cl:3].C[O:5][C:6]([C@@H:8]1[CH:13]=[CH:12][C:11]2[CH:14]=[C:15]([F:18])[CH:16]=[CH:17][C:10]=2[O:9]1)=O.[Li]CCCC.CCCCCC. The catalyst is C1COCC1.O.C(O)(=O)C. The product is [Cl:3][CH2:2][C:6]([C@@H:8]1[CH:13]=[CH:12][C:11]2[CH:14]=[C:15]([F:18])[CH:16]=[CH:17][C:10]=2[O:9]1)=[O:5]. The yield is 0.948. (4) The reactants are [O:1]1[C:10]2[C:5](=[CH:6][CH:7]=[C:8]([C:11]([O:13][CH3:14])=[O:12])[CH:9]=2)[CH:4]=[CH:3][CH2:2]1.[H][H]. The catalyst is CO.[Pd]. The product is [O:1]1[C:10]2[C:5](=[CH:6][CH:7]=[C:8]([C:11]([O:13][CH3:14])=[O:12])[CH:9]=2)[CH2:4][CH2:3][CH2:2]1. The yield is 0.370.